Dataset: NCI-60 drug combinations with 297,098 pairs across 59 cell lines. Task: Regression. Given two drug SMILES strings and cell line genomic features, predict the synergy score measuring deviation from expected non-interaction effect. (1) Drug 1: COC1=CC(=CC(=C1O)OC)C2C3C(COC3=O)C(C4=CC5=C(C=C24)OCO5)OC6C(C(C7C(O6)COC(O7)C8=CC=CS8)O)O. Drug 2: CC1CCC2CC(C(=CC=CC=CC(CC(C(=O)C(C(C(=CC(C(=O)CC(OC(=O)C3CCCCN3C(=O)C(=O)C1(O2)O)C(C)CC4CCC(C(C4)OC)O)C)C)O)OC)C)C)C)OC. Cell line: HCC-2998. Synergy scores: CSS=29.7, Synergy_ZIP=-9.39, Synergy_Bliss=-8.78, Synergy_Loewe=-4.01, Synergy_HSA=-3.21. (2) Drug 1: CS(=O)(=O)C1=CC(=C(C=C1)C(=O)NC2=CC(=C(C=C2)Cl)C3=CC=CC=N3)Cl. Drug 2: COC1=NC(=NC2=C1N=CN2C3C(C(C(O3)CO)O)O)N. Cell line: SF-539. Synergy scores: CSS=0.141, Synergy_ZIP=-1.53, Synergy_Bliss=-2.72, Synergy_Loewe=-4.65, Synergy_HSA=-3.56. (3) Drug 1: CNC(=O)C1=NC=CC(=C1)OC2=CC=C(C=C2)NC(=O)NC3=CC(=C(C=C3)Cl)C(F)(F)F. Drug 2: C1=NC2=C(N1)C(=S)N=CN2. Cell line: KM12. Synergy scores: CSS=32.3, Synergy_ZIP=-9.40, Synergy_Bliss=-2.34, Synergy_Loewe=-42.7, Synergy_HSA=-2.56. (4) Drug 1: C1=C(C(=O)NC(=O)N1)N(CCCl)CCCl. Drug 2: C1=CC=C(C(=C1)C(C2=CC=C(C=C2)Cl)C(Cl)Cl)Cl. Cell line: HT29. Synergy scores: CSS=23.3, Synergy_ZIP=-1.17, Synergy_Bliss=5.89, Synergy_Loewe=-0.984, Synergy_HSA=5.05. (5) Drug 1: CN1CCC(CC1)COC2=C(C=C3C(=C2)N=CN=C3NC4=C(C=C(C=C4)Br)F)OC. Drug 2: C1=NC2=C(N=C(N=C2N1C3C(C(C(O3)CO)O)F)Cl)N. Cell line: SK-OV-3. Synergy scores: CSS=17.5, Synergy_ZIP=-8.13, Synergy_Bliss=-10.4, Synergy_Loewe=-17.8, Synergy_HSA=-7.27.